This data is from Full USPTO retrosynthesis dataset with 1.9M reactions from patents (1976-2016). The task is: Predict the reactants needed to synthesize the given product. Given the product [C:1]([O:5][C:6](=[O:39])[NH:7][C:8]1([C:12]2[CH:13]=[CH:14][C:15]([C:18]3[C:27]([C:28]4[CH:29]=[CH:30][CH:31]=[CH:32][CH:33]=4)=[CH:26][C:25]4[C:24]5[N:34]=[C:35]([CH3:38])[NH:36][C:23]=5[CH2:22][CH2:21][C:20]=4[N:19]=3)=[CH:16][CH:17]=2)[CH2:9][CH2:10][CH2:11]1)([CH3:4])([CH3:3])[CH3:2], predict the reactants needed to synthesize it. The reactants are: [C:1]([O:5][C:6](=[O:39])[NH:7][C:8]1([C:12]2[CH:17]=[CH:16][C:15]([C:18]3[C:27]([C:28]4[CH:33]=[CH:32][CH:31]=[CH:30][CH:29]=4)=[CH:26][C:25]4[C:24]5[N:34]=[C:35]([CH3:38])[N:36](O)[C:23]=5[CH2:22][CH2:21][C:20]=4[N:19]=3)=[CH:14][CH:13]=2)[CH2:11][CH2:10][CH2:9]1)([CH3:4])([CH3:3])[CH3:2].P(OCC)(OCC)OCC.